From a dataset of Full USPTO retrosynthesis dataset with 1.9M reactions from patents (1976-2016). Predict the reactants needed to synthesize the given product. (1) Given the product [C:22]1([S:28]([NH:13][C:10]2[CH:11]=[CH:12][C:7]([CH2:6][CH2:5][CH2:4][C:3]([OH:2])=[O:14])=[CH:8][CH:9]=2)(=[O:30])=[O:29])[CH:27]=[CH:26][CH:25]=[CH:24][CH:23]=1, predict the reactants needed to synthesize it. The reactants are: C[O:2][C:3](=[O:14])[CH2:4][CH2:5][CH2:6][C:7]1[CH:12]=[CH:11][C:10]([NH2:13])=[CH:9][CH:8]=1.CCN(CC)CC.[C:22]1([S:28](Cl)(=[O:30])=[O:29])[CH:27]=[CH:26][CH:25]=[CH:24][CH:23]=1.[NH4+].[Cl-].[Li+].[OH-].Cl. (2) Given the product [Cl:1][C:2]1[CH:3]=[C:4]([C:8]2[C:9]3[N:10]([C:22]([CH2:25][CH3:26])=[CH:23][CH:24]=3)[N:11]=[C:12]([C:17]3[O:18][CH:19]=[CH:20][CH:21]=3)[C:13]=2[C:14]([Cl:30])=[O:16])[CH:5]=[CH:6][CH:7]=1, predict the reactants needed to synthesize it. The reactants are: [Cl:1][C:2]1[CH:3]=[C:4]([C:8]2[C:9]3[N:10]([C:22]([CH2:25][CH3:26])=[CH:23][CH:24]=3)[N:11]=[C:12]([C:17]3[O:18][CH:19]=[CH:20][CH:21]=3)[C:13]=2[C:14]([OH:16])=O)[CH:5]=[CH:6][CH:7]=1.C(Cl)(=O)C([Cl:30])=O. (3) Given the product [Cl:50][C:35]1[C:36]([NH:38][C@@H:39]2[CH2:44][CH2:43][CH2:42][CH2:41][C@H:40]2[NH:45][S:46]([CH3:49])(=[O:48])=[O:47])=[N:37][C:32]([NH:29][C:27]2[C:26]([F:30])=[CH:25][C:24]3[N:18]([CH2:16][CH3:17])[CH2:19][CH2:20][CH2:21][O:22][C:23]=3[CH:28]=2)=[N:33][CH:34]=1, predict the reactants needed to synthesize it. The reactants are: C12(CS(O)(=O)=O)C(C)(C)C(CC1)CC2=O.[CH2:16]([N:18]1[C:24]2[CH:25]=[C:26]([F:30])[C:27]([NH2:29])=[CH:28][C:23]=2[O:22][CH2:21][CH2:20][CH2:19]1)[CH3:17].Cl[C:32]1[N:37]=[C:36]([NH:38][C@@H:39]2[CH2:44][CH2:43][CH2:42][CH2:41][C@H:40]2[NH:45][S:46]([CH3:49])(=[O:48])=[O:47])[C:35]([Cl:50])=[CH:34][N:33]=1.C(=O)([O-])[O-]. (4) Given the product [C:1]([O:4][CH2:5][C@@H:6]([OH:27])[C@@H:7]([C:20]([O:22][C:23]([CH3:26])([CH3:25])[CH3:24])=[O:21])[CH2:8][C:9]1[CH:19]=[CH:18][C:12]2[O:13][C:14]([F:16])([F:17])[O:15][C:11]=2[CH:10]=1)(=[O:3])[CH3:2], predict the reactants needed to synthesize it. The reactants are: [C:1]([O:4][CH2:5][C:6](=[O:27])[C@@H:7]([C:20]([O:22][C:23]([CH3:26])([CH3:25])[CH3:24])=[O:21])[CH2:8][C:9]1[CH:19]=[CH:18][C:12]2[O:13][C:14]([F:17])([F:16])[O:15][C:11]=2[CH:10]=1)(=[O:3])[CH3:2].[Li].CC([O-])(C)C.CC([O-])(C)C.CC([O-])(C)C.[Al+3]. (5) Given the product [N+:11]([C:8]1[CH:7]=[CH:6][C:5]([C:14]2[N:17]=[C:18]([CH2:24][C:23]([NH2:25])=[O:22])[NH:20][CH:15]=2)=[CH:10][CH:9]=1)([O-:13])=[O:12], predict the reactants needed to synthesize it. The reactants are: BrCC([C:5]1[CH:10]=[CH:9][C:8]([N+:11]([O-:13])=[O:12])=[CH:7][CH:6]=1)=O.[C:14]([NH:17][C:18]([NH2:20])=N)(=O)[CH3:15].C[OH:22].[C:23](#[N:25])[CH3:24]. (6) Given the product [NH2:7][CH:8]([C:10]1[CH:15]=[C:14]([CH:16]=[CH2:17])[C:13]([NH:18][S:19]([CH3:22])(=[O:21])=[O:20])=[C:12]([F:23])[CH:11]=1)[CH3:9], predict the reactants needed to synthesize it. The reactants are: C(OC(=O)[NH:7][CH:8]([C:10]1[CH:15]=[C:14]([CH:16]=[CH2:17])[C:13]([NH:18][S:19]([CH3:22])(=[O:21])=[O:20])=[C:12]([F:23])[CH:11]=1)[CH3:9])(C)(C)C.C1(C)C=CC=CC=1. (7) Given the product [F:29][C:25]1([F:30])[CH2:26][CH2:27][CH2:28][C:23]([CH2:22][NH:21][C:4]([C:6]2[CH:7]=[C:8]([CH2:16][CH2:17][O:18][CH3:19])[N:9]3[C:14]=2[C:13]([CH3:15])=[CH:12][CH:11]=[CH:10]3)=[O:5])([OH:31])[CH2:24]1, predict the reactants needed to synthesize it. The reactants are: C(O[C:4]([C:6]1[CH:7]=[C:8]([CH2:16][CH2:17][O:18][CH3:19])[N:9]2[C:14]=1[C:13]([CH3:15])=[CH:12][CH:11]=[CH:10]2)=[O:5])C.Cl.[NH2:21][CH2:22][C:23]1([OH:31])[CH2:28][CH2:27][CH2:26][C:25]([F:30])([F:29])[CH2:24]1. (8) Given the product [F:24][C:21]1[CH:20]=[CH:19][C:18]([CH2:17][C@H:2]([NH:1][CH2:30][C:28]2[N:27]=[CH:26][S:25][CH:29]=2)[C:3]([NH:5][C:6]2[S:10][C:9]([C:11]3[CH:12]=[CH:13][N:14]=[CH:15][CH:16]=3)=[N:8][CH:7]=2)=[O:4])=[CH:23][CH:22]=1, predict the reactants needed to synthesize it. The reactants are: [NH2:1][C@@H:2]([CH2:17][C:18]1[CH:23]=[CH:22][C:21]([F:24])=[CH:20][CH:19]=1)[C:3]([NH:5][C:6]1[S:10][C:9]([C:11]2[CH:16]=[CH:15][N:14]=[CH:13][CH:12]=2)=[N:8][CH:7]=1)=[O:4].[S:25]1[CH:29]=[C:28]([CH:30]=O)[N:27]=[CH:26]1.CN(C)C=O.ClCCCl.C(Cl)Cl.